From a dataset of Forward reaction prediction with 1.9M reactions from USPTO patents (1976-2016). Predict the product of the given reaction. (1) Given the reactants [OH:1][NH:2][C:3](=O)[CH3:4].CC([O-])(C)C.[K+].[Br:12][C:13]1[CH:20]=[CH:19]C(C#N)=[C:15](F)[CH:14]=1.C[N:23](C=O)C, predict the reaction product. The product is: [Br:12][C:13]1[CH:20]=[CH:19][C:4]2[C:3]([NH2:23])=[N:2][O:1][C:15]=2[CH:14]=1. (2) The product is: [Cl:23][C:20]1[CH:21]=[CH:22][C:17]([CH2:2][Cl:1])=[N+:18]([O-:28])[C:19]=1[C:24]([O:26][CH3:27])=[O:25]. Given the reactants [Cl:1][C:2]([C:17]1[CH:22]=[CH:21][C:20]([Cl:23])=[C:19]([C:24]([O:26][CH3:27])=[O:25])[N+:18]=1[O-:28])(C(OC(C)(C)C)=O)C(OC(C)(C)C)=O.FC(F)(F)C(O)=O, predict the reaction product. (3) The product is: [CH3:19][N:20]([CH:22]=[C:10]1[C:9]2[CH:13]=[N:14][CH:15]=[CH:16][C:8]=2[NH:7][C:6]2[N:1]=[CH:2][CH:3]=[CH:4][C:5]=2[C:11]1=[O:12])[CH3:21]. Given the reactants [N:1]1[C:6]2[NH:7][C:8]3[CH:16]=[CH:15][N:14]=[CH:13][C:9]=3[CH2:10][C:11](=[O:12])[C:5]=2[CH:4]=[CH:3][CH:2]=1.CO[CH:19](OC)[N:20]([CH3:22])[CH3:21], predict the reaction product. (4) Given the reactants [CH3:1][O:2][C:3](=[O:15])[CH2:4][C:5]1[CH:10]=[CH:9][C:8]([Cl:11])=[CH:7][C:6]=1[N+:12]([O-])=O.[C:16](OC(=O)C)(=[O:18])[CH3:17].O, predict the reaction product. The product is: [CH3:1][O:2][C:3](=[O:15])[CH2:4][C:5]1[CH:10]=[CH:9][C:8]([Cl:11])=[CH:7][C:6]=1[NH:12][C:16](=[O:18])[CH3:17].